This data is from Peptide-MHC class II binding affinity with 134,281 pairs from IEDB. The task is: Regression. Given a peptide amino acid sequence and an MHC pseudo amino acid sequence, predict their binding affinity value. This is MHC class II binding data. (1) The peptide sequence is YEDAKSPLTASKLTY. The MHC is DRB3_0202 with pseudo-sequence DRB3_0202. The binding affinity (normalized) is 0.0238. (2) The peptide sequence is YDKFLANVSNVLTGK. The MHC is DRB1_0101 with pseudo-sequence DRB1_0101. The binding affinity (normalized) is 0.808. (3) The peptide sequence is DTFRKLFGVYSNFLR. The MHC is DRB1_1501 with pseudo-sequence DRB1_1501. The binding affinity (normalized) is 0.578. (4) The peptide sequence is TASDFWGGAGSAACQ. The MHC is DRB1_0405 with pseudo-sequence DRB1_0405. The binding affinity (normalized) is 0.170. (5) The peptide sequence is AFILDGDCLFPKV. The binding affinity (normalized) is 0.878. The MHC is DRB3_0101 with pseudo-sequence DRB3_0101. (6) The peptide sequence is STVFLVPRRHGKTWF. The MHC is DRB3_0202 with pseudo-sequence DRB3_0202. The binding affinity (normalized) is 0.215.